Dataset: Reaction yield outcomes from USPTO patents with 853,638 reactions. Task: Predict the reaction yield, written as a fraction of the theoretical maximum amount of product (1.0 means a 100% yield; for example, 0.34 means a 34% yield). (1) The reactants are [Cl:1][C:2]1[CH:7]=[C:6](I)[CH:5]=[C:4]([Cl:9])[N:3]=1.N#N.[F:12][C:13]1[CH:18]=[C:17]([F:19])[CH:16]=[CH:15][C:14]=1B(O)O.C(=O)([O-])[O-].[Na+].[Na+]. The catalyst is COCCOC.C1C=CC(P(C2C=CC=CC=2)[C-]2C=CC=C2)=CC=1.C1C=CC(P(C2C=CC=CC=2)[C-]2C=CC=C2)=CC=1.Cl[Pd]Cl.[Fe+2]. The product is [Cl:1][C:2]1[CH:7]=[C:6]([C:16]2[CH:15]=[CH:14][C:13]([F:12])=[CH:18][C:17]=2[F:19])[CH:5]=[C:4]([Cl:9])[N:3]=1. The yield is 0.985. (2) The reactants are C[N:2](C)/[CH:3]=[CH:4]/[C:5]([C:7]1[CH:12]=[CH:11][CH:10]=[C:9]([C:13]([F:16])([F:15])[F:14])[CH:8]=1)=O.C(O)C.[NH2:21]N. No catalyst specified. The product is [F:14][C:13]([F:16])([F:15])[C:9]1[CH:8]=[C:7]([C:5]2[CH:4]=[CH:3][NH:2][N:21]=2)[CH:12]=[CH:11][CH:10]=1. The yield is 0.890. (3) The reactants are [CH3:1][C:2]1[CH:3]=[CH:4][C:5]([N+:16]([O-])=O)=[C:6]([S:8]([CH2:11][C:12]([O:14][CH3:15])=[O:13])(=[O:10])=[O:9])[CH:7]=1.[H][H]. The catalyst is CO.[Pd]. The product is [NH2:16][C:5]1[CH:4]=[CH:3][C:2]([CH3:1])=[CH:7][C:6]=1[S:8]([CH2:11][C:12]([O:14][CH3:15])=[O:13])(=[O:10])=[O:9]. The yield is 0.990. (4) The yield is 0.930. The reactants are [F:1][C:2]1[CH:3]=[C:4]([C:10]2[C:11]([C:17]3[CH:22]=[CH:21][C:20]([O:23][CH3:24])=[CH:19][CH:18]=3)=[CH:12][C:13](=[O:16])[NH:14][N:15]=2)[CH:5]=[CH:6][C:7]=1[O:8][CH3:9].Cl[CH2:26][CH:27]1[CH2:29][CH2:28]1. The product is [CH:27]1([CH2:26][N:14]2[C:13](=[O:16])[CH:12]=[C:11]([C:17]3[CH:18]=[CH:19][C:20]([O:23][CH3:24])=[CH:21][CH:22]=3)[C:10]([C:4]3[CH:5]=[CH:6][C:7]([O:8][CH3:9])=[C:2]([F:1])[CH:3]=3)=[N:15]2)[CH2:29][CH2:28]1. No catalyst specified. (5) The reactants are [CH3:1][O:2][C:3]1[CH:8]=[CH:7][C:6]([C:9]2[C:14]([C:15]3[CH:20]=[CH:19][C:18]([O:21][CH3:22])=[CH:17][CH:16]=3)=[N:13][N:12]([CH2:23][CH2:24]O)[C:11](=[O:26])[CH:10]=2)=[CH:5][CH:4]=1.[Cl-].[NH:28]1[CH2:33][CH2:32][O:31][CH2:30][CH2:29]1. No catalyst specified. The product is [CH3:1][O:2][C:3]1[CH:8]=[CH:7][C:6]([C:9]2[C:14]([C:15]3[CH:16]=[CH:17][C:18]([O:21][CH3:22])=[CH:19][CH:20]=3)=[N:13][N:12]([CH2:23][CH2:24][N:28]3[CH2:33][CH2:32][O:31][CH2:30][CH2:29]3)[C:11](=[O:26])[CH:10]=2)=[CH:5][CH:4]=1. The yield is 0.426. (6) The reactants are [C:1]([C:5]1[CH:24]=[CH:23][C:8]([O:9][CH2:10][CH2:11][N:12]2C(=O)C3C(=CC=CC=3)C2=O)=[CH:7][CH:6]=1)([CH3:4])([CH3:3])[CH3:2].[OH-].[Na+]. The catalyst is CO. The product is [C:1]([C:5]1[CH:24]=[CH:23][C:8]([O:9][CH2:10][CH2:11][NH2:12])=[CH:7][CH:6]=1)([CH3:4])([CH3:2])[CH3:3]. The yield is 0.310. (7) The reactants are Cl[C:2]1[CH:9]=[CH:8][C:5]([CH:6]=O)=[CH:4][N:3]=1.[CH3:10][C:11]1[N:12]=[CH:13][NH:14][CH:15]=1.[C:16]([O-])([O-])=O.[K+].[K+].N1C=CN=C1.[N+](=C(P(=O)(OC)OC)C(=O)C)=[N-]. The catalyst is CN(C=O)C.CCOC(C)=O.CO.C(Cl)Cl. The product is [C:6]([C:5]1[CH:8]=[CH:9][C:2]([N:14]2[CH:15]=[C:11]([CH3:10])[N:12]=[CH:13]2)=[N:3][CH:4]=1)#[CH:16]. The yield is 0.560. (8) The reactants are C(OC([N:8]1[CH2:13][CH2:12][C:11]([N:15]2[C:26]3[C:18](=[CH:19][N:20]=[C:21]4[C:25]=3[CH:24]=[CH:23][N:22]4[S:27]([C:30]3[CH:35]=[CH:34][CH:33]=[CH:32][CH:31]=3)(=[O:29])=[O:28])[NH:17][N:16]2C)([CH3:14])[CH2:10][CH2:9]1)=O)(C)(C)C. The catalyst is C(Cl)Cl.C(O)(C(F)(F)F)=O. The product is [C:30]1([S:27]([N:22]2[CH:23]=[CH:24][C:25]3[C:21]2=[N:20][CH:19]=[C:18]2[C:26]=3[N:15]([C:11]3([CH3:14])[CH2:12][CH2:13][NH:8][CH2:9][CH2:10]3)[N:16]=[N:17]2)(=[O:29])=[O:28])[CH:35]=[CH:34][CH:33]=[CH:32][CH:31]=1. The yield is 0.930.